From a dataset of Reaction yield outcomes from USPTO patents with 853,638 reactions. Predict the reaction yield, written as a fraction of the theoretical maximum amount of product (1.0 means a 100% yield; for example, 0.34 means a 34% yield). The reactants are [F:1][C:2]([F:20])([C:14]1[CH:19]=[CH:18][CH:17]=[CH:16][CH:15]=1)[CH2:3][O:4][CH2:5][CH2:6][C:7]([F:13])([F:12])[CH2:8][CH2:9][CH:10]=C.FC(F)(CCOCCCCC1C=CC=CC=1)CCC=[O:26]. No catalyst specified. The product is [F:1][C:2]([F:20])([C:14]1[CH:19]=[CH:18][CH:17]=[CH:16][CH:15]=1)[CH2:3][O:4][CH2:5][CH2:6][C:7]([F:13])([F:12])[CH2:8][CH2:9][CH:10]=[O:26]. The yield is 0.600.